Dataset: Forward reaction prediction with 1.9M reactions from USPTO patents (1976-2016). Task: Predict the product of the given reaction. (1) Given the reactants [NH2:1][C:2]1[N:7]2[N:8]=[CH:9][C:10]([C@@H:11]3[O:15][C@H:14]([CH2:16][OH:17])[C@@H:13]([O:18][Si:19]([C:22]([CH3:25])([CH3:24])[CH3:23])([CH3:21])[CH3:20])[CH2:12]3)=[C:6]2[N:5]=[CH:4][N:3]=1, predict the reaction product. The product is: [NH2:1][C:2]1[N:7]2[N:8]=[CH:9][C:10]([C@@H:11]3[O:15][C@H:14]([CH:16]=[O:17])[C@@H:13]([O:18][Si:19]([C:22]([CH3:25])([CH3:24])[CH3:23])([CH3:20])[CH3:21])[CH2:12]3)=[C:6]2[N:5]=[CH:4][N:3]=1. (2) Given the reactants Cl.Cl.[O:3]1[C:7]2[CH:8]=[CH:9][CH:10]=[C:11]([CH:12]3[CH2:17][CH2:16][N:15]([CH2:18][CH2:19][C@H:20]4[CH2:25][CH2:24][C@H:23]([NH2:26])[CH2:22][CH2:21]4)[CH2:14][CH2:13]3)[C:6]=2[CH2:5][CH2:4]1.[CH3:27][C:28]([CH3:34])([CH3:33])[CH2:29][C:30](O)=[O:31], predict the reaction product. The product is: [O:3]1[C:7]2[CH:8]=[CH:9][CH:10]=[C:11]([CH:12]3[CH2:17][CH2:16][N:15]([CH2:18][CH2:19][C@H:20]4[CH2:21][CH2:22][C@H:23]([NH:26][C:30](=[O:31])[CH2:29][C:28]([CH3:34])([CH3:33])[CH3:27])[CH2:24][CH2:25]4)[CH2:14][CH2:13]3)[C:6]=2[CH2:5][CH2:4]1. (3) Given the reactants Br[C:2]1[N:3]=[C:4]([C:9]2[O:10][C:11]([C:14]3[CH:19]=[CH:18][CH:17]=[CH:16][CH:15]=3)=[N:12][N:13]=2)[C:5]([NH2:8])=[N:6][CH:7]=1.C(=O)([O-])[O-].[Cs+].[Cs+].[N:26]1[CH:31]=[CH:30][C:29]([OH:32])=[CH:28][CH:27]=1, predict the reaction product. The product is: [NH2:8][C:5]1[N:6]=[CH:7][C:2]([N:26]2[CH:31]=[CH:30][C:29](=[O:32])[CH:28]=[CH:27]2)=[N:3][C:4]=1[C:9]1[O:10][C:11]([C:14]2[CH:19]=[CH:18][CH:17]=[CH:16][CH:15]=2)=[N:12][N:13]=1. (4) Given the reactants [C:1](Cl)(=[O:6])/[C:2](=[CH:4]/[CH3:5])/[CH3:3].[CH3:8][C@@H:9]([OH:16])[C:10]1[CH:15]=[CH:14][CH:13]=[CH:12][CH:11]=1, predict the reaction product. The product is: [C:1]([O:16][C@H:9]([CH3:8])[C:10]1[CH:15]=[CH:14][CH:13]=[CH:12][CH:11]=1)(=[O:6])/[C:2](=[CH:4]/[CH3:5])/[CH3:3]. (5) Given the reactants [CH2:1]([N:5]1[N:9]=[C:8]([C:10]([CH3:13])([CH3:12])[CH3:11])[S:7]/[C:6]/1=[N:14]\[C:15]([C:17]1[CH:22]=[C:21]([C:23]([F:26])([F:25])[F:24])[CH:20]=[CH:19][C:18]=1[N:27](C(OC(C)(C)C)=O)/[N:28]=[CH:29]/[C:30]1[CH:35]=[CH:34][CH:33]=[C:32]([CH3:36])[N:31]=1)=[O:16])[CH2:2][CH2:3][CH3:4].FC(F)(F)C(O)=O, predict the reaction product. The product is: [CH2:1]([N:5]1[N:9]=[C:8]([C:10]([CH3:11])([CH3:13])[CH3:12])[S:7]/[C:6]/1=[N:14]\[C:15](=[O:16])[C:17]1[CH:22]=[C:21]([C:23]([F:24])([F:26])[F:25])[CH:20]=[CH:19][C:18]=1[NH:27]/[N:28]=[CH:29]/[C:30]1[CH:35]=[CH:34][CH:33]=[C:32]([CH3:36])[N:31]=1)[CH2:2][CH2:3][CH3:4]. (6) Given the reactants [CH:1]1[C:13]2[CH:12]([CH2:14][O:15][C:16]([NH:18][C@H:19]3[CH2:23][N:22](C(OC(C)(C)C)=O)[C@H:21]([C:31]([O-:33])=[O:32])[CH2:20]3)=[O:17])[C:11]3[C:6](=[CH:7][CH:8]=[CH:9][CH:10]=3)[C:5]=2[CH:4]=[CH:3][CH:2]=1.[S:34](=[O:38])(=[O:37])([OH:36])[OH:35].[CH3:39]O, predict the reaction product. The product is: [S:34]([OH:38])([OH:37])(=[O:36])=[O:35].[CH:5]1[C:13]2[CH:12]([CH2:14][O:15][C:16]([NH:18][C@H:19]3[CH2:23][NH:22][C@H:21]([C:31]([O:33][CH3:39])=[O:32])[CH2:20]3)=[O:17])[C:11]3[C:10](=[CH:9][CH:8]=[CH:7][CH:6]=3)[C:1]=2[CH:2]=[CH:3][CH:4]=1. (7) Given the reactants C(N(C(C)C)CC)(C)C.CCCP1(OP(CCC)(=O)OP(CCC)(=O)O1)=O.[Cl:28][C:29]1[CH:34]=[CH:33][C:32]([C:35]2[N:36]=[C:37]3[CH:42]=[CH:41][C:40]([C:43]([O-:45])=O)=[CH:39][N:38]3[C:46]=2[CH2:47][OH:48])=[CH:31][CH:30]=1.[Na+].[NH:50]1[CH2:54][CH2:53][CH:52]([OH:55])[CH2:51]1, predict the reaction product. The product is: [Cl:28][C:29]1[CH:30]=[CH:31][C:32]([C:35]2[N:36]=[C:37]3[CH:42]=[CH:41][C:40]([C:43]([N:50]4[CH2:54][CH2:53][CH:52]([OH:55])[CH2:51]4)=[O:45])=[CH:39][N:38]3[C:46]=2[CH2:47][OH:48])=[CH:33][CH:34]=1.